Dataset: Full USPTO retrosynthesis dataset with 1.9M reactions from patents (1976-2016). Task: Predict the reactants needed to synthesize the given product. Given the product [Cl:3][C:4]1[C:5]([N:13]2[CH2:14][CH2:15][N:16]([C:65](=[O:66])[C@H:64]([C@@H:60]3[CH2:61][CH2:62][CH2:63][N:59]3[C:57]([O:56][C:52]([CH3:54])([CH3:53])[CH3:55])=[O:58])[C:68]3[CH:73]=[CH:72][C:71]([Cl:74])=[CH:70][CH:69]=3)[CH2:17][CH2:18]2)=[C:6]2[CH:12]=[N:11][NH:10][C:7]2=[N:8][CH:9]=1, predict the reactants needed to synthesize it. The reactants are: Cl.Cl.[Cl:3][C:4]1[C:5]([N:13]2[CH2:18][CH2:17][NH:16][CH2:15][CH2:14]2)=[C:6]2[CH:12]=[N:11][NH:10][C:7]2=[N:8][CH:9]=1.CN(C(ON1N=NC2C=CC=NC1=2)=[N+](C)C)C.F[P-](F)(F)(F)(F)F.C(N(C(C)C)C(C)C)C.[C:52]([O:56][C:57]([N:59]1[CH2:63][CH2:62][CH2:61][C@H:60]1[C@H:64]([C:68]1[CH:73]=[CH:72][C:71]([Cl:74])=[CH:70][CH:69]=1)[C:65](O)=[O:66])=[O:58])([CH3:55])([CH3:54])[CH3:53].